This data is from Forward reaction prediction with 1.9M reactions from USPTO patents (1976-2016). The task is: Predict the product of the given reaction. Given the reactants [NH2:1][CH2:2][C:3]1[CH:8]=[CH:7][N:6]=[CH:5][CH:4]=1.[Br:9][CH2:10][CH2:11][CH2:12][CH2:13][C:14]1([C:27](Cl)=[O:28])[C:26]2[CH:25]=[CH:24][CH:23]=[CH:22][C:21]=2[C:20]2[C:15]1=[CH:16][CH:17]=[CH:18][CH:19]=2, predict the reaction product. The product is: [N:6]1[CH:7]=[CH:8][C:3]([CH2:2][NH:1][C:27]([C:14]2([CH2:13][CH2:12][CH2:11][CH2:10][Br:9])[C:26]3[CH:25]=[CH:24][CH:23]=[CH:22][C:21]=3[C:20]3[C:15]2=[CH:16][CH:17]=[CH:18][CH:19]=3)=[O:28])=[CH:4][CH:5]=1.